From a dataset of Forward reaction prediction with 1.9M reactions from USPTO patents (1976-2016). Predict the product of the given reaction. Given the reactants [F:1][C:2]1[CH:7]=[C:6]([OH:8])[CH:5]=[CH:4][C:3]=1[N+:9]([O-:11])=[O:10].C(=O)([O-])[O-].[Cs+].[Cs+].[CH2:18](Br)[C:19]1[CH:24]=[CH:23][CH:22]=[CH:21][CH:20]=1, predict the reaction product. The product is: [CH2:18]([O:8][C:6]1[CH:5]=[CH:4][C:3]([N+:9]([O-:11])=[O:10])=[C:2]([F:1])[CH:7]=1)[C:19]1[CH:24]=[CH:23][CH:22]=[CH:21][CH:20]=1.